Dataset: Catalyst prediction with 721,799 reactions and 888 catalyst types from USPTO. Task: Predict which catalyst facilitates the given reaction. (1) Reactant: [NH2:1][C:2]1[N:7]=[CH:6][N:5]=[C:4]2[N:8]([C@H:32]3[CH2:37][CH2:36][C@H:35]([N:38]4[CH2:43][CH2:42][N:41]([CH3:44])[CH2:40][CH2:39]4)[CH2:34][CH2:33]3)[N:9]=[C:10]([C:11]3[CH:16]=[CH:15][C:14]([NH:17][C:18](=[O:29])[C:19]([CH3:28])([CH3:27])[CH2:20][C:21]4[CH:26]=[CH:25][CH:24]=[CH:23][CH:22]=4)=[C:13]([O:30][CH3:31])[CH:12]=3)[C:3]=12.[C:45]([OH:52])(=[O:51])/[CH:46]=[CH:47]\[C:48]([OH:50])=[O:49]. Product: [C:45]([OH:52])(=[O:51])/[CH:46]=[CH:47]\[C:48]([OH:50])=[O:49].[C:45]([OH:52])(=[O:51])/[CH:46]=[CH:47]\[C:48]([OH:50])=[O:49].[C:45]([OH:52])(=[O:51])/[CH:46]=[CH:47]\[C:48]([OH:50])=[O:49].[NH2:1][C:2]1[N:7]=[CH:6][N:5]=[C:4]2[N:8]([C@H:32]3[CH2:37][CH2:36][C@H:35]([N:38]4[CH2:39][CH2:40][N:41]([CH3:44])[CH2:42][CH2:43]4)[CH2:34][CH2:33]3)[N:9]=[C:10]([C:11]3[CH:16]=[CH:15][C:14]([NH:17][C:18](=[O:29])[C:19]([CH3:27])([CH3:28])[CH2:20][C:21]4[CH:22]=[CH:23][CH:24]=[CH:25][CH:26]=4)=[C:13]([O:30][CH3:31])[CH:12]=3)[C:3]=12. The catalyst class is: 13. (2) Reactant: [CH3:1][O:2][C:3]1[CH:8]=[CH:7][C:6]([C:9]2[O:13][N:12]=[C:11]([CH2:14][S:15]([C:18]3[CH:49]=[CH:48][C:21]([CH2:22][CH2:23][NH:24][CH2:25][C@H:26]([OH:47])[CH2:27][O:28][C:29]4[CH:34]=[CH:33][C:32]([O:35][Si](C(C)C)(C(C)C)C(C)C)=[C:31]([CH3:46])[CH:30]=4)=[CH:20][CH:19]=3)(=[O:17])=[O:16])[N:10]=2)=[CH:5][CH:4]=1.CCCC[N+](CCCC)(CCCC)CCCC.[F-]. Product: [OH:47][C@@H:26]([CH2:25][NH:24][CH2:23][CH2:22][C:21]1[CH:20]=[CH:19][C:18]([S:15]([CH2:14][C:11]2[N:10]=[C:9]([C:6]3[CH:5]=[CH:4][C:3]([O:2][CH3:1])=[CH:8][CH:7]=3)[O:13][N:12]=2)(=[O:17])=[O:16])=[CH:49][CH:48]=1)[CH2:27][O:28][C:29]1[CH:34]=[CH:33][C:32]([OH:35])=[C:31]([CH3:46])[CH:30]=1. The catalyst class is: 683. (3) Reactant: [ClH:1].[F:2][C:3]1[CH:8]=[CH:7][N:6]=[C:5]([NH2:9])[CH:4]=1.[Br:10]N1C(=O)CCC1=O. Product: [ClH:1].[Br:10][C:8]1[C:3]([F:2])=[CH:4][C:5]([NH2:9])=[N:6][CH:7]=1.[ClH:1]. The catalyst class is: 10. (4) Reactant: [Cl:1][C:2]1[CH:7]=[CH:6][C:5]([CH2:8][C:9]([NH:11][C:12]2[CH:21]=[CH:20][CH:19]=[C:18]3[C:13]=2[CH:14]=[CH:15][N:16]([CH2:23][C@@H:24]2[CH2:28][CH2:27][CH2:26][N:25]2C(OC(C)(C)C)=O)[C:17]3=[O:22])=[O:10])=[CH:4][C:3]=1[C:36]([F:39])([F:38])[F:37].O1CCOCC1.Cl. Product: [Cl:1][C:2]1[CH:7]=[CH:6][C:5]([CH2:8][C:9]([NH:11][C:12]2[CH:21]=[CH:20][CH:19]=[C:18]3[C:13]=2[CH:14]=[CH:15][N:16]([CH2:23][C@@H:24]2[CH2:28][CH2:27][CH2:26][NH:25]2)[C:17]3=[O:22])=[O:10])=[CH:4][C:3]=1[C:36]([F:39])([F:37])[F:38]. The catalyst class is: 28. (5) Reactant: [C:1]([O:5][C:6]([N:8]1[CH2:13][CH2:12][CH:11]([C:14]2[CH:19]=[CH:18][C:17]([CH2:20][C:21]([OH:23])=O)=[CH:16][CH:15]=2)[CH:10]([O:24][CH2:25][C:26]2[CH:35]=[CH:34][C:33]3[C:28](=[CH:29][CH:30]=[CH:31][CH:32]=3)[CH:27]=2)[CH2:9]1)=[O:7])([CH3:4])([CH3:3])[CH3:2].[NH2:36][CH2:37][C:38]([C:40]1[CH:45]=[CH:44][CH:43]=[CH:42][CH:41]=1)=[O:39].C(N(CC)CC)C.F[B-](F)(F)F.O=C1C=CC=CN1OC(N(C)C)=[N+](C)C. Product: [CH:27]1[C:28]2[C:33](=[CH:32][CH:31]=[CH:30][CH:29]=2)[CH:34]=[CH:35][C:26]=1[CH2:25][O:24][CH:10]1[CH:11]([C:14]2[CH:15]=[CH:16][C:17]([CH2:20][C:21](=[O:23])[NH:36][CH2:37][C:38](=[O:39])[C:40]3[CH:45]=[CH:44][CH:43]=[CH:42][CH:41]=3)=[CH:18][CH:19]=2)[CH2:12][CH2:13][N:8]([C:6]([O:5][C:1]([CH3:3])([CH3:2])[CH3:4])=[O:7])[CH2:9]1. The catalyst class is: 9. (6) The catalyst class is: 36. Reactant: [N:1]1[C:10]2[C:5](=[CH:6][CH:7]=[CH:8][CH:9]=2)[CH:4]=[CH:3][C:2]=1[CH2:11][N:12]1[CH:17]=[CH:16][CH:15]=[C:14]([C:18]([O:20]C)=[O:19])[C:13]1=[O:22].[OH-].[Na+]. Product: [N:1]1[C:10]2[C:5](=[CH:6][CH:7]=[CH:8][CH:9]=2)[CH:4]=[CH:3][C:2]=1[CH2:11][N:12]1[CH:17]=[CH:16][CH:15]=[C:14]([C:18]([OH:20])=[O:19])[C:13]1=[O:22].